This data is from Forward reaction prediction with 1.9M reactions from USPTO patents (1976-2016). The task is: Predict the product of the given reaction. (1) Given the reactants [Cl:1][C:2]1[CH:7]=[C:6]([Cl:8])[CH:5]=[CH:4][C:3]=1[NH:9][C:10]([NH:12][CH3:13])=[O:11].[C:14](CC(O)=O)#[N:15].C(O[C:24](=[O:26])[CH3:25])(=O)C, predict the reaction product. The product is: [NH2:15][C:14]1[N:9]([C:3]2[CH:4]=[CH:5][C:6]([Cl:8])=[CH:7][C:2]=2[Cl:1])[C:10](=[O:11])[N:12]([CH3:13])[C:24](=[O:26])[CH:25]=1. (2) Given the reactants Br[C:2]1[CH:3]=[N:4][CH:5]=[CH:6][C:7]=1[CH2:8][CH2:9][CH3:10].C([Li])CCC.[B:16](OC(C)C)([O:21]C(C)C)[O:17]C(C)C.Cl, predict the reaction product. The product is: [CH2:8]([C:7]1[CH:6]=[CH:5][N:4]=[CH:3][C:2]=1[B:16]([OH:21])[OH:17])[CH2:9][CH3:10]. (3) Given the reactants [Cl:1][C:2]1[N:7]=[C:6]([NH:8][C@H:9]2[CH2:16][CH2:15][CH2:14][C@@:11]3([O:13][CH2:12]3)[CH2:10]2)[C:5]([F:17])=[CH:4][N:3]=1.[CH3:18][S:19][Na], predict the reaction product. The product is: [Cl:1][C:2]1[N:7]=[C:6]([NH:8][C@H:9]2[CH2:16][CH2:15][CH2:14][C@@:11]([CH2:12][S:19][CH3:18])([OH:13])[CH2:10]2)[C:5]([F:17])=[CH:4][N:3]=1.